This data is from Full USPTO retrosynthesis dataset with 1.9M reactions from patents (1976-2016). The task is: Predict the reactants needed to synthesize the given product. (1) The reactants are: [OH:1][CH2:2][CH2:3][N:4]([CH2:17][C:18]([F:21])([F:20])[F:19])[C:5]1[CH:12]=[CH:11][C:8]([C:9]#[N:10])=[C:7]([C:13]([F:16])([F:15])[F:14])[CH:6]=1.O[C:23]1[N:28]=[CH:27][C:26]([NH:29][C:30](=[O:32])[CH3:31])=[CH:25][CH:24]=1. Given the product [C:9]([C:8]1[CH:11]=[CH:12][C:5]([N:4]([CH2:17][C:18]([F:19])([F:20])[F:21])[CH2:3][CH2:2][O:1][C:23]2[N:28]=[CH:27][C:26]([NH:29][C:30](=[O:32])[CH3:31])=[CH:25][CH:24]=2)=[CH:6][C:7]=1[C:13]([F:15])([F:16])[F:14])#[N:10], predict the reactants needed to synthesize it. (2) Given the product [Cl:20][C:21]1[CH:26]=[CH:25][C:24]([C:2]2[C:7]([O:19][CH2:18][C:13]3[N:14]=[CH:15][CH:16]=[CH:17][N:12]=3)=[N:6][CH:5]=[C:4]([CH:3]=2)[C:9]([NH:30][CH2:31][CH:32]([CH2:33][OH:34])[CH2:35][CH3:36])=[O:11])=[CH:23][CH:22]=1, predict the reactants needed to synthesize it. The reactants are: Br[C:2]1[CH:3]=[C:4]([C:9]([OH:11])=O)[CH:5]=[N:6][C:7]=1Cl.[N:12]1[CH:17]=[CH:16][CH:15]=[N:14][C:13]=1[CH2:18][OH:19].[Cl:20][C:21]1[CH:26]=[CH:25][C:24](B(O)O)=[CH:23][CH:22]=1.[NH2:30][CH2:31][CH:32]([CH2:35][CH3:36])[CH2:33][OH:34]. (3) Given the product [C:44]([O:48][C:25](=[O:34])[NH:22][C:11]1[N:7]([C:4]2[CH:3]=[CH:2][C:1]([CH3:19])=[CH:6][CH:5]=2)[N:8]=[C:9]([Si:15]([CH3:16])([CH3:17])[CH3:18])[CH:10]=1)([CH3:47])([CH3:46])[CH3:45], predict the reactants needed to synthesize it. The reactants are: [C:1]1([CH3:19])[CH:6]=[CH:5][C:4]([N:7]2[C:11](C(O)=O)=[CH:10][C:9]([Si:15]([CH3:18])([CH3:17])[CH3:16])=[N:8]2)=[CH:3][CH:2]=1.C([N:22]([CH2:25]C)CC)C.C1(P(N=[N+]=[N-])(C2C=CC=CC=2)=[O:34])C=CC=CC=1.[C:44]([OH:48])([CH3:47])([CH3:46])[CH3:45]. (4) Given the product [S:1]1[CH:5]=[CH:4][CH:3]=[C:2]1[C:6]1[NH:14][C:9]2=[N+:10]([O-:23])[CH:11]=[CH:12][CH:13]=[C:8]2[CH:7]=1, predict the reactants needed to synthesize it. The reactants are: [S:1]1[CH:5]=[CH:4][CH:3]=[C:2]1[C:6]1[NH:14][C:9]2=[N:10][CH:11]=[CH:12][CH:13]=[C:8]2[CH:7]=1.C1C=C(Cl)C=C(C(OO)=[O:23])C=1. (5) Given the product [ClH:19].[CH3:1][O:2][C:3]1([C:13]2[CH:14]=[CH:15][CH:16]=[CH:17][CH:18]=2)[CH2:8][CH2:7][CH2:6][CH2:5][CH:4]1[CH2:9][N:10]([CH3:12])[CH3:11].[ClH:19], predict the reactants needed to synthesize it. The reactants are: [CH3:1][O:2][C:3]1([C:13]2[CH:18]=[CH:17][CH:16]=[CH:15][CH:14]=2)[CH2:8][CH2:7][CH2:6][CH2:5][CH:4]1[CH2:9][N:10]([CH3:12])[CH3:11].[ClH:19]. (6) The reactants are: [C:1]([O:5][C:6]([N:8]([C:37]([O:39][C:40]([CH3:43])([CH3:42])[CH3:41])=[O:38])[C:9]1[C:14]([C:15]2[O:19][C:18]([C:20]3[CH:25]=[CH:24][C:23]([CH2:26][N:27]([CH3:35])[C:28](=[O:34])[O:29][C:30]([CH3:33])([CH3:32])[CH3:31])=[CH:22][CH:21]=3)=[N:17][N:16]=2)=[CH:13][C:12](Br)=[CH:11][N:10]=1)=[O:7])([CH3:4])([CH3:3])[CH3:2].[CH:44]([S:47]([C:50]1[CH:55]=[CH:54][C:53](B2OC(C)(C)C(C)(C)O2)=[CH:52][CH:51]=1)(=[O:49])=[O:48])([CH3:46])[CH3:45].C([O-])([O-])=O.[Na+].[Na+]. Given the product [C:1]([O:5][C:6]([N:8]([C:37]([O:39][C:40]([CH3:43])([CH3:42])[CH3:41])=[O:38])[C:9]1[C:14]([C:15]2[O:19][C:18]([C:20]3[CH:25]=[CH:24][C:23]([CH2:26][N:27]([CH3:35])[C:28](=[O:34])[O:29][C:30]([CH3:33])([CH3:32])[CH3:31])=[CH:22][CH:21]=3)=[N:17][N:16]=2)=[CH:13][C:12]([C:53]2[CH:52]=[CH:51][C:50]([S:47]([CH:44]([CH3:46])[CH3:45])(=[O:49])=[O:48])=[CH:55][CH:54]=2)=[CH:11][N:10]=1)=[O:7])([CH3:4])([CH3:3])[CH3:2], predict the reactants needed to synthesize it. (7) Given the product [C:1]([NH:5][C:6]([C:8]1[CH:9]=[C:10]([C:21]2[CH:29]=[CH:28][C:24]([C:25](=[O:27])[NH2:31])=[CH:23][N:22]=2)[N:11]([C:13]2[CH:14]=[N:15][C:16]([O:19][CH3:20])=[CH:17][CH:18]=2)[N:12]=1)=[O:7])([CH3:4])([CH3:2])[CH3:3], predict the reactants needed to synthesize it. The reactants are: [C:1]([NH:5][C:6]([C:8]1[CH:9]=[C:10]([C:21]2[CH:29]=[CH:28][C:24]([C:25]([OH:27])=O)=[CH:23][N:22]=2)[N:11]([C:13]2[CH:14]=[N:15][C:16]([O:19][CH3:20])=[CH:17][CH:18]=2)[N:12]=1)=[O:7])([CH3:4])([CH3:3])[CH3:2].[Cl-].[NH4+:31]. (8) Given the product [Br:21][C:22]1[CH:27]=[CH:26][CH:25]=[CH:24][C:23]=1[C:3]#[C:2][CH2:1][O:4][C@H:5]1[CH2:9][N:8]([C:10]([O:12][C:13]([CH3:14])([CH3:15])[CH3:16])=[O:11])[C@H:7]([C:17]([O:19][CH3:20])=[O:18])[CH2:6]1, predict the reactants needed to synthesize it. The reactants are: [CH2:1]([O:4][C@H:5]1[CH2:9][N:8]([C:10]([O:12][C:13]([CH3:16])([CH3:15])[CH3:14])=[O:11])[C@H:7]([C:17]([O:19][CH3:20])=[O:18])[CH2:6]1)[C:2]#[CH:3].[Br:21][C:22]1[CH:27]=[CH:26][CH:25]=[CH:24][C:23]=1I.O. (9) Given the product [Cl:23][C:21]1[CH:22]=[C:17]([CH:18]=[C:19]([Cl:24])[CH:20]=1)[CH2:16][O:15][C:14]([N:1]1[CH2:6][CH2:5][CH:4]([CH2:7][CH2:8][C:9]([OH:11])=[O:10])[CH2:3][CH2:2]1)=[O:25], predict the reactants needed to synthesize it. The reactants are: [NH:1]1[CH2:6][CH2:5][CH:4]([CH2:7][CH2:8][C:9]([OH:11])=[O:10])[CH2:3][CH2:2]1.[OH-].[Na+].[C:14](Cl)(=[O:25])[O:15][CH2:16][C:17]1[CH:22]=[C:21]([Cl:23])[CH:20]=[C:19]([Cl:24])[CH:18]=1.